Dataset: Catalyst prediction with 721,799 reactions and 888 catalyst types from USPTO. Task: Predict which catalyst facilitates the given reaction. The catalyst class is: 6. Product: [CH2:6]([O:8][C:9](=[O:36])[CH2:10][N:11]([CH2:37][C:38]1[CH:43]=[CH:42][CH:41]=[CH:40][CH:39]=1)[C:12]1[C:21](=[O:22])[C:20]2[C:15](=[CH:16][C:17]([NH:24][CH:25]3[CH2:30][CH2:29][CH2:28][CH2:27][CH2:26]3)=[C:18]([F:23])[CH:19]=2)[N:14]([CH:31]([CH2:34][CH3:35])[CH2:32][CH3:33])[CH:13]=1)[CH3:7]. Reactant: CN(C=O)C.[CH2:6]([O:8][C:9](=[O:36])[CH2:10][NH:11][C:12]1[C:21](=[O:22])[C:20]2[C:15](=[CH:16][C:17]([NH:24][CH:25]3[CH2:30][CH2:29][CH2:28][CH2:27][CH2:26]3)=[C:18]([F:23])[CH:19]=2)[N:14]([CH:31]([CH2:34][CH3:35])[CH2:32][CH3:33])[CH:13]=1)[CH3:7].[CH2:37](Br)[C:38]1[CH:43]=[CH:42][CH:41]=[CH:40][CH:39]=1.C(=O)([O-])[O-].[K+].[K+].